Dataset: Forward reaction prediction with 1.9M reactions from USPTO patents (1976-2016). Task: Predict the product of the given reaction. Given the reactants BrC1C=CC2OC3C(=O)NC(C4CCN(C(OC(C)(C)C)=O)CC4)=NC=3C=2C=1.[Br:29][C:30]1[CH:31]=[CH:32][C:33]2[O:37][C:36]([C:38](=[O:40])[NH2:39])=[C:35]([NH:41][C:42]([C@H:44]3[CH2:48][C:47]([F:50])([F:49])[CH2:46][N:45]3[C:51]([O:53][C:54]([CH3:57])([CH3:56])[CH3:55])=[O:52])=O)[C:34]=2[CH:58]=1.BrC1C=CC2OC(C(=O)N)=C(NC(C3CCN(C(OC(C)(C)C)=O)CC3)=O)C=2C=1, predict the reaction product. The product is: [Br:29][C:30]1[CH:31]=[CH:32][C:33]2[O:37][C:36]3[C:38](=[O:40])[NH:39][C:42]([C@H:44]4[CH2:48][C:47]([F:50])([F:49])[CH2:46][N:45]4[C:51]([O:53][C:54]([CH3:57])([CH3:56])[CH3:55])=[O:52])=[N:41][C:35]=3[C:34]=2[CH:58]=1.